Dataset: Forward reaction prediction with 1.9M reactions from USPTO patents (1976-2016). Task: Predict the product of the given reaction. (1) Given the reactants [F:1][C:2]([F:14])([F:13])[C:3]([NH:5][CH:6]1[C:11](=[O:12])[O:10][C:8](=[O:9])[CH2:7]1)=[O:4].[Cl-].[Al+3].[Cl-].[Cl-].[CH:19]1[CH:24]=[CH:23][CH:22]=[CH:21][CH:20]=1, predict the reaction product. The product is: [O:9]=[C:8]([C:19]1[CH:24]=[CH:23][CH:22]=[CH:21][CH:20]=1)[CH2:7][CH:6]([NH:5][C:3](=[O:4])[C:2]([F:14])([F:13])[F:1])[C:11]([OH:10])=[O:12]. (2) The product is: [ClH:1].[S:32]1[C:40]2[CH:39]=[C:38]([CH2:41][NH:3][CH:4]3[CH2:5][CH2:6][N:7]([CH2:10][C@H:11]4[N:21]5[C:22]6[N:13]([C:14](=[O:24])[CH:15]=[CH:16][C:17]=6[CH:18]=[CH:19][C:20]5=[O:23])[CH2:12]4)[CH2:8][CH2:9]3)[N:37]=[CH:36][C:35]=2[O:34][CH2:33]1. Given the reactants [ClH:1].Cl.[NH2:3][CH:4]1[CH2:9][CH2:8][N:7]([CH2:10][C@H:11]2[N:21]3[C:22]4[N:13]([C:14](=[O:24])[CH:15]=[CH:16][C:17]=4[CH:18]=[CH:19][C:20]3=[O:23])[CH2:12]2)[CH2:6][CH2:5]1.C(N(CC)CC)C.[S:32]1[C:40]2[CH:39]=[C:38]([CH:41]=O)[N:37]=[CH:36][C:35]=2[O:34][CH2:33]1.[BH-](OC(C)=O)(OC(C)=O)OC(C)=O.[Na+].C([O-])(O)=O.[Na+], predict the reaction product. (3) Given the reactants [CH3:1][C:2]([CH3:19])([CH3:18])[C:3]#[C:4][C:5]1[C:10]([F:11])=[CH:9][CH:8]=[CH:7][C:6]=1[NH:12]C(=O)CCC.C(O[K])C(C)C.O, predict the reaction product. The product is: [C:2]([C:3]1[NH:12][C:6]2[C:5]([CH:4]=1)=[C:10]([F:11])[CH:9]=[CH:8][CH:7]=2)([CH3:19])([CH3:18])[CH3:1].